Task: Predict the product of the given reaction.. Dataset: Forward reaction prediction with 1.9M reactions from USPTO patents (1976-2016) (1) Given the reactants [F:1][C:2]1[CH:29]=[CH:28][C:5]([CH2:6][NH:7][C:8]([C:10]2([CH2:23][CH2:24][CH2:25][CH2:26]Br)[C:22]3[CH:21]=[CH:20][CH:19]=[CH:18][C:17]=3[C:16]3[C:11]2=[CH:12][CH:13]=[CH:14][CH:15]=3)=[O:9])=[CH:4][CH:3]=1.[CH3:30][C@H:31]1[NH:36][C@@H:35]([CH3:37])[CH2:34][N:33]([C:38]2[N:47]=[CH:46][C:45]3[C:40](=[CH:41][CH:42]=[CH:43][CH:44]=3)[N:39]=2)[CH2:32]1, predict the reaction product. The product is: [F:1][C:2]1[CH:29]=[CH:28][C:5]([CH2:6][NH:7][C:8]([C:10]2([CH2:23][CH2:24][CH2:25][CH2:26][N:36]3[C@H:35]([CH3:37])[CH2:34][N:33]([C:38]4[N:47]=[CH:46][C:45]5[C:40](=[CH:41][CH:42]=[CH:43][CH:44]=5)[N:39]=4)[CH2:32][C@@H:31]3[CH3:30])[C:22]3[CH:21]=[CH:20][CH:19]=[CH:18][C:17]=3[C:16]3[C:11]2=[CH:12][CH:13]=[CH:14][CH:15]=3)=[O:9])=[CH:4][CH:3]=1. (2) The product is: [CH2:9]([O:8][C:6]([C:5]1[N:16]([CH3:15])[N:17]=[C:3]([C:2]([CH3:14])([CH3:13])[CH3:1])[CH:4]=1)=[O:7])[CH3:10]. Given the reactants [CH3:1][C:2]([CH3:14])([CH3:13])[C:3](=O)[CH2:4][C:5](=O)[C:6]([O:8][CH2:9][CH3:10])=[O:7].[CH3:15][NH:16][NH2:17], predict the reaction product. (3) Given the reactants [CH2:1]([O:8][C:9](=[O:16])[NH:10][C:11]1([C:14]#[N:15])[CH2:13][CH2:12]1)[C:2]1[CH:7]=[CH:6][CH:5]=[CH:4][CH:3]=1.[N-:17]=[N+:18]=[N-:19].[Na+].[NH4+].[Cl-], predict the reaction product. The product is: [CH2:1]([O:8][C:9](=[O:16])[NH:10][C:11]1([C:14]2[NH:19][N:18]=[N:17][N:15]=2)[CH2:13][CH2:12]1)[C:2]1[CH:3]=[CH:4][CH:5]=[CH:6][CH:7]=1. (4) Given the reactants [F:1][C:2]1[CH:3]=[C:4]([N:9]=[C:10]=[O:11])[CH:5]=[CH:6][C:7]=1[F:8].[CH3:12][O:13][C:14]1[CH:15]=[C:16]([C@:22]23[CH2:30][N:29]([CH3:31])[CH2:28][C@H:27]2[CH2:26][C@H:25]([NH2:32])[CH2:24][CH2:23]3)[CH:17]=[CH:18][C:19]=1[O:20][CH3:21], predict the reaction product. The product is: [F:1][C:2]1[CH:3]=[C:4]([NH:9][C:10]([NH:32][C@@H:25]2[CH2:24][CH2:23][C@:22]3([C:16]4[CH:17]=[CH:18][C:19]([O:20][CH3:21])=[C:14]([O:13][CH3:12])[CH:15]=4)[C@@H:27]([CH2:28][N:29]([CH3:31])[CH2:30]3)[CH2:26]2)=[O:11])[CH:5]=[CH:6][C:7]=1[F:8]. (5) Given the reactants [NH2:1][C:2]1[C:3]([C:7]2[N:8]([C:16]3[CH:21]=[CH:20][C:19]([OH:22])=[CH:18][CH:17]=3)[C:9]3[CH:14]=[CH:13][N:12]=[CH:11][C:10]=3[N:15]=2)=[N:4][O:5][N:6]=1.[H-].[Na+].Br[CH2:26][CH2:27][N:28]([CH2:31][CH3:32])[CH2:29][CH3:30].O, predict the reaction product. The product is: [CH2:27]([N:28]([CH2:31][CH3:32])[CH2:29][CH2:30][O:22][C:19]1[CH:20]=[CH:21][C:16]([N:8]2[C:9]3[CH:14]=[CH:13][N:12]=[CH:11][C:10]=3[N:15]=[C:7]2[C:3]2[C:2]([NH2:1])=[N:6][O:5][N:4]=2)=[CH:17][CH:18]=1)[CH3:26].